From a dataset of HIV replication inhibition screening data with 41,000+ compounds from the AIDS Antiviral Screen. Binary Classification. Given a drug SMILES string, predict its activity (active/inactive) in a high-throughput screening assay against a specified biological target. (1) The molecule is Cl.NCCSC=CC(=O)OCc1ccc(Br)cc1. The result is 0 (inactive). (2) The drug is C=Cc1cc[n+](CCCCC[n+]2ccc(C=C)cc2)cc1. The result is 0 (inactive). (3) The drug is N=c1[nH]cc(Sc2ccccc2C(=O)O)s1. The result is 0 (inactive). (4) The drug is Cc1ccc(S(=O)(=O)N2CCN3C(=O)c4ccccc4C32c2ccc(F)cc2)cc1. The result is 0 (inactive). (5) The drug is CNC1=Nc2ccc(Cl)cc2C(c2ccccc2)=NN1C. The result is 0 (inactive). (6) The drug is CC1=CN2C(c3ccccc3)=NON(c3ccc(C)cn3)C2C=C1. The result is 0 (inactive). (7) The compound is COc1cc2c(c3oc4c(O)cccc4c(=O)c13)C(C1(C)CO1)CO2. The result is 0 (inactive).